From a dataset of Full USPTO retrosynthesis dataset with 1.9M reactions from patents (1976-2016). Predict the reactants needed to synthesize the given product. (1) Given the product [CH3:38][C:8]1[CH:9]=[C:10]([S:13][C:14]2[CH:19]=[C:18]([C:20]#[C:21][C:22]3[CH:27]=[CH:26][CH:25]=[CH:24][CH:23]=3)[CH:17]=[C:16]([O:28][CH2:29][CH2:30][CH2:31][N:32]3[CH2:33][CH2:34][O:35][CH2:36][CH2:37]3)[CH:15]=2)[CH:11]=[CH:12][C:7]=1[O:6][CH2:5][C:4]([OH:39])=[O:3], predict the reactants needed to synthesize it. The reactants are: C([O:3][C:4](=[O:39])[CH2:5][O:6][C:7]1[CH:12]=[CH:11][C:10]([S:13][C:14]2[CH:19]=[C:18]([C:20]#[C:21][C:22]3[CH:27]=[CH:26][CH:25]=[CH:24][CH:23]=3)[CH:17]=[C:16]([O:28][CH2:29][CH2:30][CH2:31][N:32]3[CH2:37][CH2:36][O:35][CH2:34][CH2:33]3)[CH:15]=2)=[CH:9][C:8]=1[CH3:38])C.[OH-].[Na+].Cl. (2) The reactants are: C1C(=O)N(O[C:9]([O:11][N:12]2[C:17](=[O:18])[CH2:16][CH2:15][C:13]2=[O:14])=[O:10])C(=O)C1.[CH2:19]([N:26]1[CH2:32][CH2:31][CH2:30][CH2:29][C@H:28]([NH2:33])[CH2:27]1)[C:20]1[CH:25]=[CH:24][CH:23]=[CH:22][CH:21]=1.C(N(C(C)C)CC)(C)C. Given the product [CH2:19]([N:26]1[CH2:32][CH2:31][CH2:30][CH2:29][C@H:28]([NH:33][C:9]([O:11][N:12]2[C:13](=[O:14])[CH2:15][CH2:16][C:17]2=[O:18])=[O:10])[CH2:27]1)[C:20]1[CH:21]=[CH:22][CH:23]=[CH:24][CH:25]=1, predict the reactants needed to synthesize it. (3) Given the product [ClH:13].[Br:1][C:2]1[CH:3]=[C:4]([Cl:13])[C:5]([C:8]([F:12])([CH3:11])[CH2:9][NH2:10])=[N:6][CH:7]=1, predict the reactants needed to synthesize it. The reactants are: [Br:1][C:2]1[CH:3]=[C:4]([Cl:13])[C:5]([C:8]([F:12])([CH3:11])[C:9]#[N:10])=[N:6][CH:7]=1.[H-].[H-].[H-].[H-].[Li+].[Al+3].Cl. (4) The reactants are: [NH2:1][C:2]1[S:3][C@:4]2([CH2:31][NH2:32])[C@H:6]([C@:7]([C:10]3[CH:11]=[C:12]([NH:18][C:19]([C:21]4[CH:26]=[N:25][C:24]([O:27][CH2:28][C:29]#[CH:30])=[CH:23][N:22]=4)=[O:20])[CH:13]=[C:14]([F:17])[C:15]=3[F:16])([CH3:9])[N:8]=1)[CH2:5]2.C(N(C(C)C)CC)(C)C.[C:42](OC(=O)C)(=[O:44])[CH3:43]. Given the product [C:42]([NH:32][CH2:31][C@:4]12[CH2:5][C@H:6]1[C@:7]([C:10]1[CH:11]=[C:12]([NH:18][C:19]([C:21]3[CH:26]=[N:25][C:24]([O:27][CH2:28][C:29]#[CH:30])=[CH:23][N:22]=3)=[O:20])[CH:13]=[C:14]([F:17])[C:15]=1[F:16])([CH3:9])[N:8]=[C:2]([NH2:1])[S:3]2)(=[O:44])[CH3:43], predict the reactants needed to synthesize it. (5) Given the product [Cl:1][C:2]1[N:10]2[C:6](=[N:7][C:8]3[CH:14]=[CH:13][CH:12]=[CH:11][C:9]=32)[C:5]([C:15]#[N:16])=[C:4]([CH3:17])[C:3]=1[CH2:18][C:19]1[CH:24]=[CH:23][C:22]([O:27][CH3:26])=[CH:21][CH:20]=1, predict the reactants needed to synthesize it. The reactants are: [Cl:1][C:2]1[N:10]2[C:6](=[N:7][C:8]3[CH:14]=[CH:13][CH:12]=[CH:11][C:9]=32)[C:5]([C:15]#[N:16])=[C:4]([CH3:17])[C:3]=1[CH2:18][C:19]1[CH:24]=[CH:23][C:22](F)=[CH:21][CH:20]=1.[CH3:26][O:27]C1C=CC(CC2C(=O)N3C(NC4C=CC=CC=43)=C(C#N)C=2C)=CC=1. (6) Given the product [C:23]([NH:27][C:28]1[N:29]=[C:30]([N:37]2[CH2:41][CH2:40][C@H:39]([NH:42][C:43](=[O:45])[CH3:44])[CH2:38]2)[C:31]2[C:32](=[N:34][N:35]([CH2:47][C:48]3[CH:53]=[CH:52][CH:51]=[CH:50][C:49]=3[Cl:54])[N:36]=2)[N:33]=1)([CH3:26])([CH3:24])[CH3:25], predict the reactants needed to synthesize it. The reactants are: C(C1N=C(N2CCC(F)(F)C2)C2C(=NN(CC)N=2)N=1)(C)(C)C.[C:23]([NH:27][C:28]1[N:29]=[C:30]([N:37]2[CH2:41][CH2:40][C@H:39]([NH:42][C:43](=[O:45])[CH3:44])[CH2:38]2)[C:31]2[N:36]=[N:35][NH:34][C:32]=2[N:33]=1)([CH3:26])([CH3:25])[CH3:24].Br[CH2:47][C:48]1[CH:53]=[CH:52][CH:51]=[CH:50][C:49]=1[Cl:54].